From a dataset of Forward reaction prediction with 1.9M reactions from USPTO patents (1976-2016). Predict the product of the given reaction. (1) Given the reactants [NH2:1][C:2]1[N:7]=[CH:6][N:5]=[C:4]([NH:8][C@H:9]([C:11]2[N:16]([C:17]3[CH:22]=[CH:21][CH:20]=[CH:19][CH:18]=3)[C:15](=[O:23])[C:14]3=[C:24]([CH3:27])[CH:25]=[CH:26][N:13]3[N:12]=2)[CH3:10])[C:3]=1Br.[F:29][C:30]1[CH:31]=[C:32](B(O)O)[CH:33]=[C:34]([F:37])[C:35]=1[OH:36].C(=O)([O-])[O-].[Na+].[Na+], predict the reaction product. The product is: [NH2:1][C:2]1[N:7]=[CH:6][N:5]=[C:4]([NH:8][C@H:9]([C:11]2[N:16]([C:17]3[CH:22]=[CH:21][CH:20]=[CH:19][CH:18]=3)[C:15](=[O:23])[C:14]3=[C:24]([CH3:27])[CH:25]=[CH:26][N:13]3[N:12]=2)[CH3:10])[C:3]=1[C:32]1[CH:31]=[C:30]([F:29])[C:35]([OH:36])=[C:34]([F:37])[CH:33]=1. (2) Given the reactants Cl.[O:2]=[C:3]1[N:7]([C:8]2[CH:16]=[CH:15][C:11]([C:12]([OH:14])=[O:13])=[CH:10][CH:9]=2)[CH2:6][C:5]2([CH2:21][CH2:20][NH:19][CH2:18][CH2:17]2)[O:4]1.[Cl:22][C:23]1[CH:30]=[CH:29][C:26]([CH:27]=O)=[CH:25][C:24]=1[C:31]([F:34])([F:33])[F:32], predict the reaction product. The product is: [Cl:22][C:23]1[CH:30]=[CH:29][C:26]([CH2:27][N:19]2[CH2:18][CH2:17][C:5]3([O:4][C:3](=[O:2])[N:7]([C:8]4[CH:9]=[CH:10][C:11]([C:12]([OH:14])=[O:13])=[CH:15][CH:16]=4)[CH2:6]3)[CH2:21][CH2:20]2)=[CH:25][C:24]=1[C:31]([F:32])([F:33])[F:34].